Dataset: Forward reaction prediction with 1.9M reactions from USPTO patents (1976-2016). Task: Predict the product of the given reaction. (1) Given the reactants [C:1]([CH2:3][CH2:4][C:5]([NH:7][CH:8]([B:21]1[O:29][CH:28]2[C:23]([CH3:33])([CH:24]3[CH2:30][CH:26]([CH2:27]2)[C:25]3([CH3:32])[CH3:31])[O:22]1)[CH2:9][C:10]1[C:11]([O:19][CH3:20])=[C:12]([CH:16]=[CH:17][CH:18]=1)[C:13]([OH:15])=[O:14])=[O:6])#[N:2].I[CH2:35][CH2:36][CH2:37][CH3:38], predict the reaction product. The product is: [CH2:35]([O:14][C:13](=[O:15])[C:12]1[CH:16]=[CH:17][CH:18]=[C:10]([CH2:9][CH:8]([NH:7][C:5](=[O:6])[CH2:4][CH2:3][C:1]#[N:2])[B:21]2[O:29][CH:28]3[C:23]([CH3:33])([CH:24]4[CH2:30][CH:26]([CH2:27]3)[C:25]4([CH3:32])[CH3:31])[O:22]2)[C:11]=1[O:19][CH3:20])[CH2:36][CH2:37][CH3:38]. (2) Given the reactants [CH:1]1([CH2:7][NH:8][CH2:9][CH2:10][C:11]2[CH:16]=[CH:15][C:14]([CH2:17][N:18]3[CH2:22][CH2:21][CH2:20][CH2:19]3)=[CH:13][CH:12]=2)[CH2:6][CH2:5][CH:4]=[CH:3][CH2:2]1.[Cl:23][C:24]1[CH:29]=[CH:28][C:27]([C:30]2[CH:35]=[CH:34][C:33]([C:36](O)=[O:37])=[CH:32][CH:31]=2)=[CH:26][CH:25]=1, predict the reaction product. The product is: [CH:1]1([CH2:7][N:8]([CH2:9][CH2:10][C:11]2[CH:16]=[CH:15][C:14]([CH2:17][N:18]3[CH2:22][CH2:21][CH2:20][CH2:19]3)=[CH:13][CH:12]=2)[C:36]([C:33]2[CH:32]=[CH:31][C:30]([C:27]3[CH:28]=[CH:29][C:24]([Cl:23])=[CH:25][CH:26]=3)=[CH:35][CH:34]=2)=[O:37])[CH2:6][CH2:5][CH:4]=[CH:3][CH2:2]1. (3) Given the reactants [CH:1]1[C:10]2[CH2:9][CH2:8][CH2:7][CH2:6][C:5]=2[CH:4]=[CH:3][C:2]=1[OH:11].[H-].[Na+].[Cl:14][C:15]1[C:16]([F:29])=[CH:17][C:18]([F:28])=[C:19]([CH:27]=1)[C:20]([NH:22][S:23]([CH3:26])(=[O:25])=[O:24])=[O:21].[NH4+].[Cl-], predict the reaction product. The product is: [Cl:14][C:15]1[C:16]([O:11][C:2]2[CH:3]=[CH:4][C:5]3[CH2:6][CH2:7][CH2:8][CH2:9][C:10]=3[CH:1]=2)=[CH:17][C:18]([F:28])=[C:19]([CH:27]=1)[C:20]([NH:22][S:23]([CH3:26])(=[O:24])=[O:25])=[O:21].[Cl:14][C:15]1[C:16]([F:29])=[CH:17][C:18]([O:11][C:2]2[CH:3]=[CH:4][C:5]3[CH2:6][CH2:7][CH2:8][CH2:9][C:10]=3[CH:1]=2)=[C:19]([CH:27]=1)[C:20]([NH:22][S:23]([CH3:26])(=[O:25])=[O:24])=[O:21].